From a dataset of Reaction yield outcomes from USPTO patents with 853,638 reactions. Predict the reaction yield, written as a fraction of the theoretical maximum amount of product (1.0 means a 100% yield; for example, 0.34 means a 34% yield). (1) The reactants are [Cl:1][C:2]1[N:3]=[C:4](Cl)[C:5]2[CH2:10][CH2:9][CH:8]([C:11]3[CH:16]=[CH:15][C:14]([F:17])=[CH:13][CH:12]=3)[C:6]=2[N:7]=1.[CH3:19][C@H:20]1[O:25][C@@H:24]([CH3:26])[CH2:23][NH:22][CH2:21]1. The catalyst is CO. The product is [Cl:1][C:2]1[N:3]=[C:4]([N:22]2[CH2:21][C@@H:20]([CH3:19])[O:25][C@@H:24]([CH3:26])[CH2:23]2)[C:5]2[CH2:10][CH2:9][CH:8]([C:11]3[CH:16]=[CH:15][C:14]([F:17])=[CH:13][CH:12]=3)[C:6]=2[N:7]=1. The yield is 0.870. (2) The reactants are Br[C:2]1[CH:3]=[C:4]([CH:7]=[CH:8][C:9]=1[O:10][CH3:11])[CH:5]=[O:6].[S:12]1[CH:16]=[CH:15][CH:14]=[C:13]1B(O)O.C(COC)OC.C([O-])([O-])=O.[Na+].[Na+]. The catalyst is O. The product is [CH3:11][O:10][C:9]1[CH:8]=[CH:7][C:4]([CH:5]=[O:6])=[CH:3][C:2]=1[C:13]1[S:12][CH:16]=[CH:15][CH:14]=1. The yield is 0.910.